Predict which catalyst facilitates the given reaction. From a dataset of Catalyst prediction with 721,799 reactions and 888 catalyst types from USPTO. (1) Reactant: [N:1]1[C:10]2[C:5](=[CH:6][N:7]=[CH:8][CH:9]=2)[CH:4]=[CH:3][C:2]=1[NH:11][C:12]([C:14]1[C:18]2[N:19]=[C:20]([NH:23][C@@H:24]3[CH2:29][CH2:28][CH2:27][CH2:26][C@@H:25]3[NH:30]C(=O)OC(C)(C)C)[N:21]=[CH:22][C:17]=2[S:16][CH:15]=1)=[O:13]. Product: [N:1]1[C:10]2[C:5](=[CH:6][N:7]=[CH:8][CH:9]=2)[CH:4]=[CH:3][C:2]=1[NH:11][C:12]([C:14]1[C:18]2[N:19]=[C:20]([NH:23][C@@H:24]3[CH2:29][CH2:28][CH2:27][CH2:26][C@@H:25]3[NH2:30])[N:21]=[CH:22][C:17]=2[S:16][CH:15]=1)=[O:13]. The catalyst class is: 631. (2) Reactant: [OH:1][C:2]1[CH:11]=[C:10]2[C:5]([C:6]([O:12][C:13]3[CH:14]=[CH:15][C:16]([NH:19][C:20]([C:22]4[C:23](=[O:35])[N:24]([C:29]5[CH:34]=[CH:33][CH:32]=[CH:31][CH:30]=5)[N:25]([CH3:28])[C:26]=4[CH3:27])=[O:21])=[N:17][CH:18]=3)=[CH:7][CH:8]=[N:9]2)=[CH:4][C:3]=1[O:36][CH3:37].CS(O[CH2:43][CH2:44][CH2:45][N:46]1[CH2:52][CH:51]([OH:53])[C:48]2([CH2:50][CH2:49]2)[CH2:47]1)(=O)=O.C([O-])([O-])=O.[Cs+].[Cs+]. Product: [OH:53][CH:51]1[C:48]2([CH2:50][CH2:49]2)[CH2:47][N:46]([CH2:45][CH2:44][CH2:43][O:1][C:2]2[CH:11]=[C:10]3[C:5]([C:6]([O:12][C:13]4[CH:14]=[CH:15][C:16]([NH:19][C:20]([C:22]5[C:23](=[O:35])[N:24]([C:29]6[CH:30]=[CH:31][CH:32]=[CH:33][CH:34]=6)[N:25]([CH3:28])[C:26]=5[CH3:27])=[O:21])=[N:17][CH:18]=4)=[CH:7][CH:8]=[N:9]3)=[CH:4][C:3]=2[O:36][CH3:37])[CH2:52]1. The catalyst class is: 44. (3) Reactant: [N+](C1C=CC(CCN)=CC=1)([O-])=O.[CH3:13][O:14][C:15]1[N:20]=[C:19]([NH:21][CH2:22][CH2:23][C:24]2[CH:25]=[N:26][CH:27]=[CH:28][CH:29]=2)[CH:18]=[C:17]([C:30]2[CH:35]=[CH:34][CH:33]=[C:32]([O:36][CH3:37])[CH:31]=2)[N:16]=1.[ClH:38]. Product: [ClH:38].[CH3:13][O:14][C:15]1[N:20]=[C:19]([NH:21][CH2:22][CH2:23][C:24]2[CH:25]=[N:26][CH:27]=[CH:28][CH:29]=2)[CH:18]=[C:17]([C:30]2[CH:35]=[CH:34][CH:33]=[C:32]([O:36][CH3:37])[CH:31]=2)[N:16]=1. The catalyst class is: 863. (4) Reactant: Cl[C:2](Cl)=[CH:3][C:4]([C:6]1[C:7]([Cl:14])=[N:8][C:9]([Cl:13])=[C:10]([F:12])[CH:11]=1)=[O:5].[NH2:16][C:17]1[CH:22]=[CH:21][CH:20]=[CH:19][CH:18]=1. Product: [NH:16]([C:2]([NH:16][C:17]1[CH:22]=[CH:21][CH:20]=[CH:19][CH:18]=1)=[CH:3][C:4]([C:6]1[C:7]([Cl:14])=[N:8][C:9]([Cl:13])=[C:10]([F:12])[CH:11]=1)=[O:5])[C:17]1[CH:22]=[CH:21][CH:20]=[CH:19][CH:18]=1. The catalyst class is: 12. (5) Reactant: [C:1]([NH:4][C:5]1[S:6][C:7]2[C:18](=[O:19])[CH:17](Br)[CH2:16][CH2:15][C:8]=2[C:9]=1[C:10]([O:12][CH2:13][CH3:14])=[O:11])(=[O:3])[CH3:2].C(=O)([O-])[O-].[Li+].[Li+]. Product: [C:1]([NH:4][C:5]1[S:6][C:7]2[C:18]([OH:19])=[CH:17][CH:16]=[CH:15][C:8]=2[C:9]=1[C:10]([O:12][CH2:13][CH3:14])=[O:11])(=[O:3])[CH3:2]. The catalyst class is: 39. (6) Reactant: C[O:2][C:3]1[N:4]=[CH:5][CH:6]=[C:7]2[C:11]([C:12]3[CH:17]=[CH:16][CH:15]=[CH:14][CH:13]=3)=[N:10][N:9]([CH2:18][C:19]3[CH:24]=[CH:23][C:22]([S:25]([NH2:28])(=[O:27])=[O:26])=[CH:21][CH:20]=3)[C:8]=12.[I-].[Na+].Cl[Si](C)(C)C. Product: [O:2]=[C:3]1[C:8]2[N:9]([CH2:18][C:19]3[CH:24]=[CH:23][C:22]([S:25]([NH2:28])(=[O:27])=[O:26])=[CH:21][CH:20]=3)[N:10]=[C:11]([C:12]3[CH:17]=[CH:16][CH:15]=[CH:14][CH:13]=3)[C:7]=2[CH:6]=[CH:5][NH:4]1. The catalyst class is: 10. (7) Reactant: CC1C=CC(S([CH2:11][N+:12]#[C-:13])(=O)=O)=CC=1.[CH2:14]([O:16][C:17](=[O:27])[CH:18]=[CH:19][C:20]1[CH:25]=[CH:24][C:23]([CH3:26])=[CH:22][CH:21]=1)[CH3:15].CCOCC.CS(C)=O.[H-].[Na+]. Product: [CH2:14]([O:16][C:17]([C:18]1[C:19]([C:20]2[CH:21]=[CH:22][C:23]([CH3:26])=[CH:24][CH:25]=2)=[CH:13][NH:12][CH:11]=1)=[O:27])[CH3:15]. The catalyst class is: 316.